From a dataset of Reaction yield outcomes from USPTO patents with 853,638 reactions. Predict the reaction yield, written as a fraction of the theoretical maximum amount of product (1.0 means a 100% yield; for example, 0.34 means a 34% yield). (1) The reactants are C(N(CC)CC)C.[C:8]1([CH3:18])[CH:13]=[CH:12][C:11]([S:14](Cl)(=[O:16])=[O:15])=[CH:10][CH:9]=1.[F:19][C:20]1[CH:25]=[CH:24][C:23]([CH2:26][C:27]2[C:36]3[C:31](=[CH:32][CH:33]=[CH:34][CH:35]=3)[C:30](=[O:37])[NH:29][N:28]=2)=[CH:22][C:21]=1[C:38]([N:40]1[CH2:45][CH2:44][NH:43][CH2:42][CH:41]1[C:46](=[O:49])[CH2:47]O)=[O:39]. The catalyst is ClCCl. The product is [F:19][C:20]1[CH:25]=[CH:24][C:23]([CH2:26][C:27]2[C:36]3[C:31](=[CH:32][CH:33]=[CH:34][CH:35]=3)[C:30](=[O:37])[NH:29][N:28]=2)=[CH:22][C:21]=1[C:38]([N:40]1[CH2:45][CH2:44][NH:43][CH2:42][CH:41]1[C:46](=[O:49])[CH2:47][S:14]([C:11]1[CH:12]=[CH:13][C:8]([CH3:18])=[CH:9][CH:10]=1)(=[O:16])=[O:15])=[O:39]. The yield is 0.320. (2) The reactants are [N:1]1[CH:6]=[CH:5][C:4]([N:7]2[CH2:12][CH2:11][CH:10]([C:13](Cl)=[O:14])[CH2:9][CH2:8]2)=[CH:3][CH:2]=1.[N:16]1[CH:21]=[CH:20][CH:19]=[CH:18][C:17]=1[C:22]1[CH:27]=[CH:26][C:25]([S:28]([N:31]2[CH2:36][CH2:35][NH:34][CH2:33][CH2:32]2)(=[O:30])=[O:29])=[CH:24][CH:23]=1. No catalyst specified. The product is [N:16]1[CH:21]=[CH:20][CH:19]=[CH:18][C:17]=1[C:22]1[CH:23]=[CH:24][C:25]([S:28]([N:31]2[CH2:32][CH2:33][N:34]([C:13]([CH:10]3[CH2:11][CH2:12][N:7]([C:4]4[CH:5]=[CH:6][N:1]=[CH:2][CH:3]=4)[CH2:8][CH2:9]3)=[O:14])[CH2:35][CH2:36]2)(=[O:30])=[O:29])=[CH:26][CH:27]=1. The yield is 0.540. (3) The reactants are [CH:1]([C:3]1[CH:8]=[CH:7][C:6]([C:9]2[CH:14]=[CH:13][C:12]([CH2:15][CH2:16][NH:17][S:18]([CH:21]([CH3:23])[CH3:22])(=[O:20])=[O:19])=[CH:11][CH:10]=2)=[CH:5][CH:4]=1)=[O:2].[BH4-].[Na+].C(OCC)(=O)C.O. The catalyst is C(O)C. The product is [OH:2][CH2:1][C:3]1[CH:8]=[CH:7][C:6]([C:9]2[CH:14]=[CH:13][C:12]([CH2:15][CH2:16][NH:17][S:18]([CH:21]([CH3:23])[CH3:22])(=[O:20])=[O:19])=[CH:11][CH:10]=2)=[CH:5][CH:4]=1. The yield is 1.00. (4) The reactants are [CH2:1]([O:3][C:4]([C:6]1[C:10]([C:11]([C:13]2[C:14](Cl)=[N:15][CH:16]=[CH:17][CH:18]=2)=O)=[CH:9][NH:8][CH:7]=1)=[O:5])[CH3:2].O.[NH2:21][NH2:22]. The catalyst is C(O)C. The product is [CH2:1]([O:3][C:4]([C:6]1[C:10]([C:11]2[C:13]3[C:14](=[N:15][CH:16]=[CH:17][CH:18]=3)[NH:22][N:21]=2)=[CH:9][NH:8][CH:7]=1)=[O:5])[CH3:2]. The yield is 0.160. (5) The reactants are [CH2:1]([N:3]1[C:8]([C:9]([C:11]2[CH:12]=[C:13]([CH:16]=[C:17]([CH3:19])[CH:18]=2)[C:14]#[N:15])=[O:10])=[C:7]([CH:20]([CH3:22])[CH3:21])[C:6](=[O:23])[NH:5][C:4]1=[O:24])[CH3:2].[BH4-].[Na+]. The catalyst is C(O)C. The product is [CH2:1]([N:3]1[C:8]([CH:9]([OH:10])[C:11]2[CH:12]=[C:13]([CH:16]=[C:17]([CH3:19])[CH:18]=2)[C:14]#[N:15])=[C:7]([CH:20]([CH3:21])[CH3:22])[C:6](=[O:23])[NH:5][C:4]1=[O:24])[CH3:2]. The yield is 0.440. (6) The reactants are [CH3:1][C:2]1[NH:3][C:4]([C:8]2[CH:9]=[C:10]([CH:14]=[CH:15][C:16]=2[CH3:17])[C:11]([OH:13])=O)=[C:5]([CH3:7])[N:6]=1.Cl.[NH:19]1[CH2:22][CH:21]([C:23]2[CH:30]=[CH:29][C:26]([C:27]#[N:28])=[CH:25][CH:24]=2)[CH2:20]1.C1C=CC2N(O)N=NC=2C=1.CCN=C=NCCCN(C)C.CCN(C(C)C)C(C)C. The catalyst is CN(C=O)C. The product is [CH3:1][C:2]1[NH:3][C:4]([C:8]2[CH:9]=[C:10]([CH:14]=[CH:15][C:16]=2[CH3:17])[C:11]([N:19]2[CH2:22][CH:21]([C:23]3[CH:30]=[CH:29][C:26]([C:27]#[N:28])=[CH:25][CH:24]=3)[CH2:20]2)=[O:13])=[C:5]([CH3:7])[N:6]=1. The yield is 0.450. (7) The reactants are N[C:2]1[CH:18]=[C:17]([Cl:19])[C:5]([CH2:6][C:7]2[CH:8]=[C:9]([CH:14]([CH3:16])[CH3:15])[C:10](=[O:13])[NH:11][N:12]=2)=[C:4]([Cl:20])[CH:3]=1.S(=O)(=O)(O)O.N([O-])=O.[Na+].[BrH:30]. The catalyst is C(O)(=O)C.O.[Cu]Br. The product is [Br:30][C:2]1[CH:18]=[C:17]([Cl:19])[C:5]([CH2:6][C:7]2[CH:8]=[C:9]([CH:14]([CH3:16])[CH3:15])[C:10](=[O:13])[NH:11][N:12]=2)=[C:4]([Cl:20])[CH:3]=1. The yield is 0.510. (8) The reactants are [Br:1][C:2]1[S:3][C:4]([C:7]([OH:9])=O)=[CH:5][N:6]=1.[NH:10]1[C:14]2=[N:15][CH:16]=[CH:17][CH:18]=[C:13]2[CH:12]=[CH:11]1.[Cl-].[Cl-].[Cl-].[Al+3]. The catalyst is C(Cl)(=O)C(Cl)=O.ClCCl. The product is [Br:1][C:2]1[S:3][C:4]([C:7]([C:12]2[C:13]3[C:14](=[N:15][CH:16]=[CH:17][CH:18]=3)[NH:10][CH:11]=2)=[O:9])=[CH:5][N:6]=1. The yield is 0.0200.